Dataset: Catalyst prediction with 721,799 reactions and 888 catalyst types from USPTO. Task: Predict which catalyst facilitates the given reaction. (1) Reactant: [CH:1]1([NH:7][C:8]2[C:13](/[CH:14]=[CH:15]/[C:16](OCC)=[O:17])=[C:12]([CH3:21])[N:11]=[C:10]([NH:22][CH2:23][CH3:24])[N:9]=2)[CH2:6][CH2:5][CH2:4][CH2:3][CH2:2]1. Product: [CH:1]1([N:7]2[C:8]3[N:9]=[C:10]([NH:22][CH2:23][CH3:24])[N:11]=[C:12]([CH3:21])[C:13]=3[CH:14]=[CH:15][C:16]2=[O:17])[CH2:6][CH2:5][CH2:4][CH2:3][CH2:2]1. The catalyst class is: 52. (2) Product: [C:8]([O:7][C@H:5]([CH3:6])[C@H:4]([NH:11][C:12]([C:14]1([CH2:19][C:20]2[CH:21]=[CH:22][CH:23]=[CH:24][CH:25]=2)[CH2:18][CH2:17][CH2:16][N:15]1[C:12]([C@@H:14]1[CH2:18][CH2:17][CH2:16][N:15]1[C:27]([O:30][CH2:19][C:20]1[CH:25]=[CH:24][CH:23]=[CH:22][CH:21]=1)=[O:28])=[O:33])=[O:13])[C:3]([O:2][CH3:1])=[O:26])(=[O:10])[CH3:9]. The catalyst class is: 2. Reactant: [CH3:1][O:2][C:3](=[O:26])[C@@H:4]([NH:11][C:12]([C:14]1([CH2:19][C:20]2[CH:25]=[CH:24][CH:23]=[CH:22][CH:21]=2)[CH2:18][CH2:17][CH2:16][NH:15]1)=[O:13])[C@H:5]([O:7][C:8](=[O:10])[CH3:9])[CH3:6].[C:27]([O-:30])([O-])=[O:28].[Na+].[Na+].[OH2:33]. (3) Reactant: [N:1]12[CH2:8][CH2:7][CH:4]([CH2:5][CH2:6]1)[C@@H:3]([O:9][C:10]([C:12]1([C:19]3[CH:24]=[CH:23][CH:22]=[CH:21][CH:20]=3)[CH2:18][CH2:17][CH2:16][CH2:15][CH2:14][CH2:13]1)=[O:11])[CH2:2]2.[Br:25][CH2:26][C:27]([NH:29][C:30]1[CH:31]=[C:32]([CH3:36])[CH:33]=[CH:34][CH:35]=1)=[O:28]. Product: [Br-:25].[C:19]1([C:12]2([C:10]([O:9][C@@H:3]3[CH:4]4[CH2:7][CH2:8][N+:1]([CH2:26][C:27](=[O:28])[NH:29][C:30]5[CH:31]=[C:32]([CH3:36])[CH:33]=[CH:34][CH:35]=5)([CH2:6][CH2:5]4)[CH2:2]3)=[O:11])[CH2:18][CH2:17][CH2:16][CH2:15][CH2:14][CH2:13]2)[CH:20]=[CH:21][CH:22]=[CH:23][CH:24]=1. The catalyst class is: 10. (4) Reactant: Br[C:2]1[CH:9]=[CH:8][C:5]([CH:6]=[O:7])=[CH:4][N:3]=1.[Cu][C:11]#[N:12]. Product: [CH:6]([C:5]1[CH:8]=[CH:9][C:2]([C:11]#[N:12])=[N:3][CH:4]=1)=[O:7]. The catalyst class is: 39. (5) Reactant: F[C:2]1[C:21](F)=[CH:20][C:19]([I:23])=[CH:18][C:3]=1[C:4]([C:6](=[CH:12][NH:13][N:14]([CH:16]=[O:17])[CH3:15])[C:7]([O:9]CC)=[O:8])=[O:5].[OH-].[K+].C. Product: [I:23][C:19]1[CH:18]=[C:3]2[C:2]3=[C:21]([O:17][CH2:16][N:14]([CH3:15])[N:13]3[CH:12]=[C:6]([C:7]([OH:9])=[O:8])[C:4]2=[O:5])[CH:20]=1. The catalyst class is: 6. (6) Reactant: [F:1][C:2]1[CH:7]=[CH:6][C:5]([OH:8])=[C:4]([CH3:9])[CH:3]=1.Br[CH2:11][C:12]([O:14][CH3:15])=[O:13].C(=O)([O-])[O-].[Cs+].[Cs+].O. Product: [F:1][C:2]1[CH:7]=[CH:6][C:5]([O:8][CH2:11][C:12]([O:14][CH3:15])=[O:13])=[C:4]([CH3:9])[CH:3]=1. The catalyst class is: 10. (7) Reactant: [N+:1]([C:4]1[CH:9]=[CH:8][CH:7]=[CH:6][C:5]=1[CH2:10][CH2:11][CH2:12][C:13]#[N:14])([O-])=O.[Cl-].[NH4+].C1(C)C=CC=CC=1. Product: [NH2:1][C:4]1[CH:9]=[CH:8][CH:7]=[CH:6][C:5]=1[CH2:10][CH2:11][CH2:12][C:13]#[N:14]. The catalyst class is: 406. (8) Reactant: [CH2:1]([O:3][C:4]([C@H:6]1[C@@H:11]([C:12]2[CH:17]=[CH:16][C:15]([C:18]3[CH:23]=[CH:22][CH:21]=[CH:20][CH:19]=3)=[CH:14][CH:13]=2)[CH2:10][CH2:9][NH:8][CH2:7]1)=[O:5])[CH3:2].C(=O)([O-])[O-].[K+].[K+].[C:30](O[C:30]([O:32][C:33]([CH3:36])([CH3:35])[CH3:34])=[O:31])([O:32][C:33]([CH3:36])([CH3:35])[CH3:34])=[O:31]. Product: [CH2:1]([O:3][C:4]([C@H:6]1[C@@H:11]([C:12]2[CH:13]=[CH:14][C:15]([C:18]3[CH:19]=[CH:20][CH:21]=[CH:22][CH:23]=3)=[CH:16][CH:17]=2)[CH2:10][CH2:9][N:8]([C:30]([O:32][C:33]([CH3:36])([CH3:35])[CH3:34])=[O:31])[CH2:7]1)=[O:5])[CH3:2]. The catalyst class is: 7. (9) Reactant: [CH3:1][O:2][C:3](=[O:27])[CH2:4][CH2:5][C:6]1[CH:10]=[C:9]([CH3:11])[N:8]([CH2:12][C:13]2[CH:18]=[C:17](Br)[CH:16]=[CH:15][C:14]=2[O:20][CH2:21][CH:22]([CH2:25][CH3:26])[CH2:23][CH3:24])[N:7]=1.C1C=CC(P(C2C=CC=CC=2)C2C=CC=CC=2)=CC=1.[CH3:47][Si:48]([C:51]#[CH:52])([CH3:50])[CH3:49]. Product: [CH3:1][O:2][C:3](=[O:27])[CH2:4][CH2:5][C:6]1[CH:10]=[C:9]([CH3:11])[N:8]([CH2:12][C:13]2[CH:18]=[C:17]([C:52]#[C:51][Si:48]([CH3:50])([CH3:49])[CH3:47])[CH:16]=[CH:15][C:14]=2[O:20][CH2:21][CH:22]([CH2:25][CH3:26])[CH2:23][CH3:24])[N:7]=1. The catalyst class is: 122. (10) Reactant: [Br:1][C:2]1[C:3]([CH3:11])=[CH:4][C:5]2[N:6]([CH:8]=[CH:9][N:10]=2)[CH:7]=1.C([O-])(=O)C.[Na+].[I:17]I. Product: [Br:1][C:2]1[C:3]([CH3:11])=[CH:4][C:5]2[N:6]([C:8]([I:17])=[CH:9][N:10]=2)[CH:7]=1. The catalyst class is: 5.